This data is from NCI-60 drug combinations with 297,098 pairs across 59 cell lines. The task is: Regression. Given two drug SMILES strings and cell line genomic features, predict the synergy score measuring deviation from expected non-interaction effect. Drug 1: C1CCC(C1)C(CC#N)N2C=C(C=N2)C3=C4C=CNC4=NC=N3. Drug 2: C1=CC=C(C=C1)NC(=O)CCCCCCC(=O)NO. Cell line: SF-295. Synergy scores: CSS=4.85, Synergy_ZIP=-3.49, Synergy_Bliss=-1.61, Synergy_Loewe=-6.67, Synergy_HSA=-1.95.